From a dataset of TCR-epitope binding with 47,182 pairs between 192 epitopes and 23,139 TCRs. Binary Classification. Given a T-cell receptor sequence (or CDR3 region) and an epitope sequence, predict whether binding occurs between them. (1) The TCR CDR3 sequence is CASSSSGQDANEQFF. Result: 0 (the TCR does not bind to the epitope). The epitope is RAKFKQLL. (2) The epitope is YLNTLTLAV. The TCR CDR3 sequence is CASSLGWTNEQFF. Result: 1 (the TCR binds to the epitope). (3) The epitope is IVTDFSVIK. The TCR CDR3 sequence is CASSLTPGQGIYGYTF. Result: 1 (the TCR binds to the epitope). (4) The epitope is AYAQKIFKI. The TCR CDR3 sequence is CASSKLASGADEQYF. Result: 0 (the TCR does not bind to the epitope). (5) The epitope is GTITVEELK. The TCR CDR3 sequence is CASGLVLPVRGREETQYF. Result: 0 (the TCR does not bind to the epitope). (6) The epitope is GTSGSPIINR. The TCR CDR3 sequence is CASSLGAGTQETQYF. Result: 1 (the TCR binds to the epitope).